From a dataset of Catalyst prediction with 721,799 reactions and 888 catalyst types from USPTO. Predict which catalyst facilitates the given reaction. (1) The catalyst class is: 15. Product: [OH:5][C:4]1[N:3]=[N:2][C:21]([C:18]2[CH:19]=[CH:20][C:15]([N:14]([CH2:36][CH3:37])[CH2:12][CH3:13])=[CH:16][CH:17]=2)=[C:22]([C:24]2[CH:25]=[CH:26][C:27]([N:30]([CH2:31][CH3:32])[CH2:33][CH3:34])=[CH:28][CH:29]=2)[N:6]=1. Reactant: Cl.[NH2:2][NH:3][C:4]([NH2:6])=[O:5].C([O-])(=O)C.[Na+].[CH2:12]([N:14]([CH2:36][CH3:37])[C:15]1[CH:20]=[CH:19][C:18]([C:21](=O)[C:22]([C:24]2[CH:29]=[CH:28][C:27]([N:30]([CH2:33][CH3:34])[CH2:31][CH3:32])=[CH:26][CH:25]=2)=O)=[CH:17][CH:16]=1)[CH3:13].O. (2) Reactant: [N+:1]([C:4]1[CH:5]=[C:6]([NH:11][C:12]2[N:17]=[C:16]([C:18]3[CH:19]=[N:20][CH:21]=[CH:22][CH:23]=3)[CH:15]=[CH:14][N:13]=2)[C:7]([CH3:10])=[N:8][CH:9]=1)([O-])=O.O.NN. Product: [NH2:1][C:4]1[CH:5]=[C:6]([NH:11][C:12]2[N:17]=[C:16]([C:18]3[CH:19]=[N:20][CH:21]=[CH:22][CH:23]=3)[CH:15]=[CH:14][N:13]=2)[C:7]([CH3:10])=[N:8][CH:9]=1. The catalyst class is: 171. (3) Product: [F:1][C:2]1[CH:7]=[CH:6][C:5]([N:8]2[CH:16]=[CH:17][N:18]([C:19]3[CH:24]=[CH:23][C:22]([O:25][C:26]4[CH:31]=[CH:30][CH:29]=[CH:28][CH:27]=4)=[CH:21][CH:20]=3)[C:9]2=[O:10])=[CH:4][C:3]=1[N+:11]([O-:13])=[O:12]. Reactant: [F:1][C:2]1[CH:7]=[CH:6][C:5]([N:8]=[C:9]=[O:10])=[CH:4][C:3]=1[N+:11]([O-:13])=[O:12].CO[CH:16](OC)[CH2:17][NH:18][C:19]1[CH:24]=[CH:23][C:22]([O:25][C:26]2[CH:31]=[CH:30][CH:29]=[CH:28][CH:27]=2)=[CH:21][CH:20]=1. The catalyst class is: 22. (4) Reactant: [NH2:1][C:2]1[C:7]([NH:8][C:9]2[CH:14]=[CH:13][C:12]([I:15])=[CH:11][C:10]=2[F:16])=[C:6]([CH3:17])[C:5](=[O:18])[N:4]2[CH2:19][CH2:20][O:21][C:3]=12.[O:22]1[CH2:25][CH:24]([CH2:26][CH2:27][S:28](Cl)(=[O:30])=[O:29])[CH2:23]1. Product: [F:16][C:10]1[CH:11]=[C:12]([I:15])[CH:13]=[CH:14][C:9]=1[NH:8][C:7]1[C:2]([NH:1][S:28]([CH2:27][CH2:26][CH:24]2[CH2:25][O:22][CH2:23]2)(=[O:30])=[O:29])=[C:3]2[O:21][CH2:20][CH2:19][N:4]2[C:5](=[O:18])[C:6]=1[CH3:17]. The catalyst class is: 17.